From a dataset of Drug-target binding data from BindingDB using Ki measurements. Regression. Given a target protein amino acid sequence and a drug SMILES string, predict the binding affinity score between them. We predict pKi (pKi = -log10(Ki in M); higher means stronger inhibition). Dataset: bindingdb_ki. (1) The small molecule is FC(F)(F)c1ccc(N2CCN(Cc3c[nH]c4ncccc34)CC2)cc1. The target protein (P08172) has sequence MNNSTNSSNNSLALTSPYKTFEVVFIVLVAGSLSLVTIIGNILVMVSIKVNRHLQTVNNYFLFSLACADLIIGVFSMNLYTLYTVIGYWPLGPVVCDLWLALDYVVSNASVMNLLIISFDRYFCVTKPLTYPVKRTTKMAGMMIAAAWVLSFILWAPAILFWQFIVGVRTVEDGECYIQFFSNAAVTFGTAIAAFYLPVIIMTVLYWHISRASKSRIKKDKKEPVANQDPVSPSLVQGRIVKPNNNNMPSSDDGLEHNKIQNGKAPRDPVTENCVQGEEKESSNDSTSVSAVASNMRDDEITQDENTVSTSLGHSKDENSKQTCIRIGTKTPKSDSCTPTNTTVEVVGSSGQNGDEKQNIVARKIVKMTKQPAKKKPPPSREKKVTRTILAILLAFIITWAPYNVMVLINTFCAPCIPNTVWTIGYWLCYINSTINPACYALCNATFKKTFKHLLMCHYKNIGATR. The pKi is 5.0. (2) The compound is NCCc1ccc(O)c(O)c1. The target protein (Q9GJU1) has sequence MDPLNLSWYDDDLESQNWSRPFNGSEGKPGKPHYNYYAMLLTLLIFIIVFGNVLVCMAVSREKALQTTTNYLIVSLAVADLLVATLVMPWVVYLEVVGEWKFSRIHCDIFVTLDVMMCTASILNLCAISIDRYTAVAMPMLYNTRYSSKRRVTVMIAIVWVLSFTISCPLLFGLNNTDQNECIIANPAFVVYSSIVSFYVPFIVTLLVYIKIYIVLRRRRKRVNTERSSRAFRANLKAPLKGNCTHPEDMKLCTVIMKSNGSFPVNRRRVEAARRAQELEMEMLSSTSPPERTRYSPIPPSHHQLTLPDPSHHGLHSTADSPAKPEKNGHAKDHPKIAKIFEIQSMPNGKTRTSLKTMSRRKLSQQKEKKATQMLAIVLGVFIICWLPFFITHILNIHCECNIPPVLYSAFTWLGYVNSAVNPIIYTTFNIEFRKAFLKILHC. The pKi is 5.0. (3) The compound is CSCC[C@H](NC(=O)[C@H](CC(C)C)NC(=O)CNC(=O)[C@H](Cc1ccc(O)cc1)NC(=O)[C@H](Cc1ccccc1)NC(=O)[C@H](CCCCN)NC(=O)[C@H](CC(N)=O)NC(=O)[C@@H]1CCCN1C(=O)[C@H](CC(=O)O)NC(=O)[C@H](C)NC(=O)C1CCC(=O)N1)C(N)=O. The target protein (Q64077) has sequence MGACVIVTNTNISSGLESNTTGITAFSMPTWQLALWATAYLALVLVAVTGNATVTWIILAHQRMRTVTNYFIVNLALADLCMAAFNAAFNFVYASHNIWYFGRAFCYFQNLFPITAMFVSIYSMTAIAIDRYMAIVHPFQPRLSAPSTKAVIGGIWLVALALAFPQCFYSTITEDEGATKCVVAWPEDSRDKSLLLYHLVVIVLIYLLPLTVMFVAYSIIGLTLWRRAVPRHQAHGANLRHLQAKKKFVKTMVLVVVTFAICWLPYHLYFILGSFQEDIYCHKFIQQVYLALFWLAMSSTMYNPIIYCCLNRRFRSGFRLAFRCCPWVTPTEEDKLELTHTPSFSLRVNRCHTKEILFMAGDTVPSEATNGQAGGPQDRESVELSSLPGCRAGPSILAKASS. The pKi is 6.5. (4) The small molecule is CC[C@H](C)[C@H](NC(=O)[C@H](CCCNC(=N)N)NC(=O)[C@H](CCC(N)=O)NC(=O)CNC(=O)[C@H](CCC(=O)O)NC(=O)[C@H](Cc1ccccc1)NC(=O)[C@H](CC(C)C)NC(=O)[C@H](Cc1ccccc1)NC(=O)[C@H](CCCNC(=N)N)NC(=O)[C@H](CC(C)C)NC(=O)[C@@H](N)CO)C(=O)N[C@@H](C)C(=O)N[C@@H](CC(=O)O)C(=O)N[C@@H](CC(N)=O)C(=O)N[C@@H](Cc1cnc[nH]1)C(=O)O. The target protein sequence is MATTGTPTADRGDAAATDDPAARFQVQKHSWDGLRSIIHGSRKYSGLIVNKAPHDFQFVQKTDESGPHSHRLYYLGMPYGSRENSLLYSEIPKKVRKEALLLLSWKQMLDHFQATPHHGVYSREEELLRERKRLGVFGITSYDFHSESGLFLFQASNSLFHCRDGGKNGFMVSPMKPLEIKTQCSGPRMDPKICPADPAFFSFINNSDLWVANIETGEERRLTFCHQGLSNVLDDPKSAGVATFVIQEEFDRFTGYWWCPTASWEGSEGLKTLRILYEEVDESEVEVIHVPAPALEERKTDSYRYPRTGSKNPKIALKLAEFQTDSQGKIVSTQEKELVQPFSSLFPKVEYIARAGWTRDGKYAWAMFLDRPQQWLQLVLLPPALFIPSTENEEQRLASARAVPRNVQPYVVYEEVTNVWINVHDIFYPFPQSEGEDELCFLRANECKTGFCHLYKVTAVLKSQGYDWSEPFSPGEDEFKCPIKEEIALTSGEWEVLARH.... The pKi is 5.3. (5) The compound is Nc1ccc(N)c2c1C(=O)c1c(O)ccc(O)c1C2=O. The target protein (P28523) has sequence MSKARVYADVNVLRPKEYWDYEALTVQWGEQDDYEVVRKVGRGKYSEVFEGINVNNNEKCIIKILKPVKKKKIKREIKILQNLCGGPNIVKLLDIVRDQHSKTPSLIFEYVNNTDFKVLYPTLTDYDIRYYIYELLKALDYCHSQGIMHRDVKPHNVMIDHELRKLRLIDWGLAEFYHPGKEYNVRVASRYFKGPELLVDLQDYDYSLDMWSLGCMFAGMIFRKEPFFYGHDNHDQLVKIAKVLGTDGLNVYLNKYRIELDPQLEALVGRHSRKPWLKFMNADNQHLVSPEAIDFLDKLLRYDHQERLTALEAMTHPYFQQVRAAENSRTRA. The pKi is 6.5.